This data is from Full USPTO retrosynthesis dataset with 1.9M reactions from patents (1976-2016). The task is: Predict the reactants needed to synthesize the given product. (1) Given the product [CH3:1][CH2:2][O:3][C:4]([C:6]1[CH:11]([C:12]2[C:17]([Cl:18])=[CH:16][CH:15]=[CH:14][CH:13]=2)[C:10]([C:19]([O:21][CH3:22])=[O:20])=[C:9]([CH3:23])[NH:8][C:7]=1[CH2:24][O:25][CH2:26][CH2:27][NH2:28])=[O:5], predict the reactants needed to synthesize it. The reactants are: [CH3:1][CH2:2][O:3][C:4]([C:6]1[CH:11]([C:12]2[CH:13]=[CH:14][CH:15]=[CH:16][C:17]=2[Cl:18])[C:10]([C:19]([O:21][CH3:22])=[O:20])=[C:9]([CH3:23])[NH:8][C:7]=1[CH2:24][O:25][CH2:26][CH2:27][NH2:28])=[O:5].C1C=CC(S(O)(=O)=O)=CC=1.O.[OH-].[Na+]. (2) Given the product [C:30](#[N:32])[CH3:29].[OH2:1].[F:52][C:51]([F:54])([F:53])[C:50]([OH:80])=[O:62].[OH:62][C:2]1[CH:19]=[CH:18][C:17]2[C@@H:16]3[C@H:7]([C@H:8]4[C@@:12]([CH2:14][C@@H:15]3[CH2:20][CH2:21][CH2:22][CH2:23][CH2:24][CH2:25][CH2:26][CH2:27][CH2:28][C@H:29]([CH2:46][CH2:47][C:48]([F:59])([F:60])[C:49]([F:57])([F:58])[C:50]([F:56])([F:55])[C:51]([F:54])([F:52])[F:53])[C:30]([OH:83])=[O:31])([CH3:13])[C@@H:11]([OH:61])[CH2:10][CH2:9]4)[CH2:6][CH2:5][C:4]=2[CH:3]=1, predict the reactants needed to synthesize it. The reactants are: [OH:1][C:2]1[CH:19]=[CH:18][C:17]2[C@@H:16]3[C@H:7]([C@H:8]4[C@@:12]([CH2:14][C@@H:15]3[CH2:20][CH2:21][CH2:22][CH2:23][CH2:24][CH2:25][CH2:26][CH2:27][CH2:28][C@H:29]([CH2:46][CH2:47][C:48]([F:60])([F:59])[C:49]([F:58])([F:57])[C:50]([F:56])([F:55])[C:51]([F:54])([F:53])[F:52])[C:30]([N:32]3[C@H](C5C=CC=CC=5)[C@H](C)N(C)C3=O)=[O:31])([CH3:13])[C@@H:11]([OH:61])[CH2:10][CH2:9]4)[CH2:6][CH2:5][C:4]=2[CH:3]=1.[OH-:62].C([N+](CCCC)(CCCC)CCCC)CCC.[OH:80]O.C[O:83]CCOC. (3) Given the product [Cl:18][C:19]1[N:20]=[N:21][C:22]([O:16][CH2:15][C:14]2[N:10]([C:7]3[CH:6]=[CH:5][C:4]([F:3])=[CH:9][CH:8]=3)[N:11]=[N:12][C:13]=2[CH3:17])=[CH:23][CH:24]=1, predict the reactants needed to synthesize it. The reactants are: [H-].[Na+].[F:3][C:4]1[CH:9]=[CH:8][C:7]([N:10]2[C:14]([CH2:15][OH:16])=[C:13]([CH3:17])[N:12]=[N:11]2)=[CH:6][CH:5]=1.[Cl:18][C:19]1[N:20]=[N:21][C:22](Cl)=[CH:23][CH:24]=1. (4) Given the product [Cl:20][C:10]1[C:9]2[C:4](=[CH:5][CH:6]=[C:7]([C:21]([C:33]3[N:37]([CH3:38])[CH:36]=[N:35][CH:34]=3)([C:23]3[CH:24]=[N:25][C:26]([C:29]([F:30])([F:31])[F:32])=[CH:27][CH:28]=3)[OH:22])[CH:8]=2)[N:3]=[C:2]([O:39][CH2:40][CH3:41])[C:11]=1[O:12][C:13]1[CH:18]=[CH:17][C:16]([F:19])=[CH:15][CH:14]=1, predict the reactants needed to synthesize it. The reactants are: Cl[C:2]1[C:11]([O:12][C:13]2[CH:18]=[CH:17][C:16]([F:19])=[CH:15][CH:14]=2)=[C:10]([Cl:20])[C:9]2[C:4](=[CH:5][CH:6]=[C:7]([C:21]([C:33]3[N:37]([CH3:38])[CH:36]=[N:35][CH:34]=3)([C:23]3[CH:24]=[N:25][C:26]([C:29]([F:32])([F:31])[F:30])=[CH:27][CH:28]=3)[OH:22])[CH:8]=2)[N:3]=1.[O-:39][CH2:40][CH3:41].[Na+]. (5) Given the product [CH3:1][C:2]1([CH3:26])[C:11]2[C:6](=[C:7]([CH3:23])[CH:8]=[C:9]([C:13]([C:15]3[C:16]([CH3:22])=[N:17][N:18]([CH3:21])[C:19]=3[O:20][CH2:42][CH2:36][C:37]([O:39][CH2:40][CH3:41])=[O:38])=[O:14])[C:10]=2[CH3:12])[S:5](=[O:25])(=[O:24])[CH2:4][CH2:3]1, predict the reactants needed to synthesize it. The reactants are: [CH3:1][C:2]1([CH3:26])[C:11]2[C:6](=[C:7]([CH3:23])[CH:8]=[C:9]([C:13]([C:15]3[C:16]([CH3:22])=[N:17][N:18]([CH3:21])[C:19]=3[OH:20])=[O:14])[C:10]=2[CH3:12])[S:5](=[O:25])(=[O:24])[CH2:4][CH2:3]1.N1C=CC=CC=1.[I-].[K+].Br[CH:36]([CH3:42])[C:37]([O:39][CH2:40][CH3:41])=[O:38]. (6) Given the product [CH2:13]([C:2]1[N:11]=[CH:10][CH:9]=[C:8]2[C:3]=1[CH:4]=[CH:5][N:6]=[C:7]2[NH2:12])[CH:14]([CH3:16])[CH3:15], predict the reactants needed to synthesize it. The reactants are: Cl[C:2]1[N:11]=[CH:10][CH:9]=[C:8]2[C:3]=1[CH:4]=[CH:5][N:6]=[C:7]2[NH2:12].[CH2:13](B(O)O)[CH:14]([CH3:16])[CH3:15].O.P([O-])([O-])([O-])=O.[K+].[K+].[K+].COC1C=CC=C(OC)C=1C1C=CC=CC=1P(C1CCCCC1)C1CCCCC1. (7) Given the product [O:16]1[CH2:20][CH2:19][O:18][CH:17]1[C:21]1[CH:28]=[CH:27][C:24]([C:1]2[NH:2][C:3](=[O:4])[C:5]3[CH:9]=[CH:8][S:7][C:6]=3[CH:10]=2)=[CH:23][CH:22]=1, predict the reactants needed to synthesize it. The reactants are: [CH3:1][NH:2][C:3]([C:5]1[CH:9]=[CH:8][S:7][C:6]=1[CH3:10])=[O:4].C([Li])CCC.[O:16]1[CH2:20][CH2:19][O:18][CH:17]1[C:21]1[CH:28]=[CH:27][C:24](C#N)=[CH:23][CH:22]=1. (8) Given the product [CH2:27]([C:3]1([CH2:1][CH3:2])[CH2:8][CH2:7][CH:6]([C:9]2[CH:10]=[C:11]([N:21]3[CH2:22][CH2:23][O:24][CH2:25][CH2:26]3)[CH:12]=[CH:13][C:14]=2[N:15]2[CH2:16][CH2:17][N:18]([CH2:36][C:37](=[O:40])[CH2:38][CH3:39])[CH2:19][CH2:20]2)[CH2:5][CH2:4]1)[CH3:28], predict the reactants needed to synthesize it. The reactants are: [CH2:1]([C:3]1([CH2:27][CH3:28])[CH2:8][CH2:7][CH:6]([C:9]2[CH:10]=[C:11]([N:21]3[CH2:26][CH2:25][O:24][CH2:23][CH2:22]3)[CH:12]=[CH:13][C:14]=2[N:15]2[CH2:20][CH2:19][NH:18][CH2:17][CH2:16]2)[CH2:5][CH2:4]1)[CH3:2].C(=O)([O-])[O-].[K+].[K+].Br[CH2:36][C:37](=[O:40])[CH2:38][CH3:39].O. (9) Given the product [Cl:18][C:19]([Cl:32])([Cl:33])[CH2:20][O:21][C:22](=[O:31])[C:23]1[CH:28]=[CH:27][CH:26]=[CH:25][C:24]=1[CH2:29][S:7][C:8]1[CH:13]=[CH:12][CH:11]=[C:10]([CH2:14][C:15]([OH:17])=[O:16])[CH:9]=1, predict the reactants needed to synthesize it. The reactants are: C(=O)([O-])[O-].[Cs+].[Cs+].[SH:7][C:8]1[CH:9]=[C:10]([CH2:14][C:15]([OH:17])=[O:16])[CH:11]=[CH:12][CH:13]=1.[Cl:18][C:19]([Cl:33])([Cl:32])[CH2:20][O:21][C:22](=[O:31])[C:23]1[CH:28]=[CH:27][CH:26]=[CH:25][C:24]=1[CH2:29]Br.O.